From a dataset of Experimentally validated miRNA-target interactions with 360,000+ pairs, plus equal number of negative samples. Binary Classification. Given a miRNA mature sequence and a target amino acid sequence, predict their likelihood of interaction. (1) The miRNA is mmu-miR-124-3p with sequence UAAGGCACGCGGUGAAUGCC. The protein sequence of the target gene is MDDSEVESTASILASVKEQEAQFEKLTRALEEERRHVSAQLERVRVSPQDANSLMANGTLTRRHQNGRFVGDADLERQKFSDLKLNGPQDHNHLLYSTIPRMQEPGQIVETYTEEDPEGAMSVVSVETTDDGTTRRTETTVKKVVKTMTTRTVQPVPMGPDGLPVDASAVSNNYIQTLGRDFRKNGNGGPGPYVGQAGTATLPRNFHYPPDGYGRHYEDGYPGGSDNYGSLSRVTRIEERYRPSMEGYRAPSRQDVYGPQPQVRVGGSSVDLHRFHPEPYGLEDDQRSMGYDDLDYGMMS.... Result: 1 (interaction). (2) The miRNA is hsa-miR-8080 with sequence GAAGGACACUGGUGUCAACGGCU. The protein sequence of the target gene is MTDTVVNRWMYPGDGPLQSNDKEQLQAGWSVHPGAQTDRQRKQEELTDEEKEIINRVIARAEKMEAMEQERIGRLVDRLETMRKNVAGDGVNRCILCGEQLGMLGSACVVCEDCKKNVCTKCGVETSNNRPHPVWLCKICLEQREVWKRSGAWFFKGFPKQVLPQPMPIKKTKPQQPAGEPATQEQPTPESRHPARAPARGDMEDRRPPGQKPGPDLTSAPGRGSHGPPTRRASEARMSTAARDSEGWDHAHGGGTGDTSRSPAGLRRANSVQAARPAPAPVPSPAPPQPVQPGPPGGSR.... Result: 0 (no interaction). (3) The miRNA is mmu-miR-544-3p with sequence AUUCUGCAUUUUUAGCAAGCUC. The protein sequence of the target gene is MVVFNGLLKIKICEAVSLKPTAWSLRHAVGPRPQTFLLDPYIALNVDDSRIGQTATKQKTNSPAWHDEFVTDVCNGRKIELAVFHDAPIGYDDFVANCTIQFEELLQNGSRHFEDWIDLEPEGKVYVIIDLSGSSGEAPKDNEERVFRERMRPRKRQGAVRRRVHQVNGHKFMATYLRQPTYCSHCRDFIWGVIGKQGYQCQVCTCVVHKRCHELIITKCAGLKKQETPDEVGSQRFSVNMPHKFGIHNYKVPTFCDHCGSLLWGLLRQGLQCKVCKMNVHRRCETNVAPNCGVDARGIA.... Result: 1 (interaction). (4) The miRNA is mmu-miR-10a-5p with sequence UACCCUGUAGAUCCGAAUUUGUG. The protein sequence of the target gene is MSPESKKLFNIVILGVAFMFMFTAFQTCGNVAQTVIRSLNSTDFHGSGYTSLAIIYGVFSASNLITPSVVAIVGPQISMFVSGLFYSMYIAVFIQPFPWSFYTASVFIGIAAAVLWTAQGNCLTINSDEHTIGRNSGIFWALLQSSLFFGNLYIYFAWQGKTQISEHDRRTVFIALTVISLVGTVLFFLIRKPDPENVLGEEESCDDQDMEATESAQNNVTKAVDAFKKSLRLCVTREMLLLSVTTAYTGLELTFFSGVYGTCIGAVNKFGTEEKSLIGLSGIFIGIGEILGGSLFGLLS.... Result: 1 (interaction).